Dataset: Full USPTO retrosynthesis dataset with 1.9M reactions from patents (1976-2016). Task: Predict the reactants needed to synthesize the given product. (1) Given the product [Cl:15][C:4]1[N:5]=[CH:6][N:7]=[C:2]([NH2:1])[C:3]=1[C:9]([F:12])([F:11])[F:10], predict the reactants needed to synthesize it. The reactants are: [NH2:1][C:2]1[N:7]=[CH:6][N:5]=[C:4](O)[C:3]=1[C:9]([F:12])([F:11])[F:10].O=P(Cl)(Cl)[Cl:15]. (2) Given the product [CH3:1][N:2]1[C:10]2[C:5](=[CH:6][C:7]([C:11]([OH:13])=[O:12])=[CH:8][CH:9]=2)[CH:4]=[N:3]1, predict the reactants needed to synthesize it. The reactants are: [CH3:1][N:2]1[C:10]2[C:5](=[CH:6][C:7]([C:11]([O:13]C)=[O:12])=[CH:8][CH:9]=2)[CH:4]=[N:3]1.[Li+].[OH-].OS([O-])(=O)=O.[K+]. (3) Given the product [ClH:22].[CH3:10][N:11]1[C:15]([CH2:16][CH2:17][C:18]([OH:20])=[O:19])=[CH:14][NH:13][CH2:12]1, predict the reactants needed to synthesize it. The reactants are: [OH-].[Na+].FC(F)(F)C(O)=O.[CH3:10][N:11]1[C:15]([CH2:16][CH2:17][C:18]([O:20]C)=[O:19])=[CH:14][N:13]=[CH:12]1.[ClH:22]. (4) Given the product [CH2:27]([NH:28][S:13]([C:11]1[CH:12]=[C:7]([C:6]2[C:2]([CH3:1])=[N:3][O:4][C:5]=2[CH3:18])[CH:8]=[CH:9][C:10]=1[CH3:17])(=[O:14])=[O:15])[CH2:26][CH2:25][CH2:24][CH2:23][CH2:22][CH2:21][CH2:20][CH2:19][NH:29][S:13]([C:11]1[CH:12]=[C:7]([C:6]2[C:2]([CH3:1])=[N:3][O:4][C:5]=2[CH3:18])[CH:8]=[CH:9][C:10]=1[CH3:17])(=[O:15])=[O:14], predict the reactants needed to synthesize it. The reactants are: [CH3:1][C:2]1[C:6]([C:7]2[CH:8]=[CH:9][C:10]([CH3:17])=[C:11]([S:13](Cl)(=[O:15])=[O:14])[CH:12]=2)=[C:5]([CH3:18])[O:4][N:3]=1.[CH2:19]([NH2:29])[CH2:20][CH2:21][CH2:22][CH2:23][CH2:24][CH2:25][CH2:26][CH2:27][NH2:28]. (5) The reactants are: COP([O-])(OC)=O.[C:8]1([I+:14][C:15]2[CH:20]=[CH:19][CH:18]=[CH:17][CH:16]=2)[CH:13]=[CH:12][CH:11]=[CH:10][CH:9]=1.[C:21]12([CH2:31][S:32]([OH:35])(=[O:34])=[O:33])[C:28]([CH3:30])([CH3:29])[CH:25]([CH2:26][CH2:27]1)[CH2:24][C:22]2=[O:23].N. Given the product [C:21]12([CH2:31][S:32]([O-:35])(=[O:33])=[O:34])[C:28]([CH3:30])([CH3:29])[CH:25]([CH2:26][CH2:27]1)[CH2:24][C:22]2=[O:23].[C:15]1([I+:14][C:8]2[CH:9]=[CH:10][CH:11]=[CH:12][CH:13]=2)[CH:16]=[CH:17][CH:18]=[CH:19][CH:20]=1, predict the reactants needed to synthesize it.